Dataset: Catalyst prediction with 721,799 reactions and 888 catalyst types from USPTO. Task: Predict which catalyst facilitates the given reaction. (1) Reactant: [NH2:1][C:2]1[S:3][C:4]([C:14]([O:16][CH2:17][CH3:18])=[O:15])=[C:5]([C:7]([F:13])([F:12])[C:8]([F:11])([F:10])[F:9])[N:6]=1.[C:19]1([CH3:28])[CH:24]=[CH:23][C:22]([C:25](Cl)=[O:26])=[CH:21][CH:20]=1.Cl. Product: [CH2:17]([O:16][C:14]([C:4]1[S:3][C:2]([NH:1][C:25](=[O:26])[C:22]2[CH:23]=[CH:24][C:19]([CH3:28])=[CH:20][CH:21]=2)=[N:6][C:5]=1[C:7]([F:13])([F:12])[C:8]([F:9])([F:10])[F:11])=[O:15])[CH3:18]. The catalyst class is: 17. (2) The catalyst class is: 7. Reactant: [Cl:1][C:2]1[CH:11]=[CH:10][C:5]2[N:6]=[C:7]([SH:9])[NH:8][C:4]=2[CH:3]=1.[H-].[Na+].[N+]([C:17]1[O:21][C:20]([CH:22]=[O:23])=[CH:19][CH:18]=1)([O-])=O.O. Product: [Cl:1][C:2]1[CH:11]=[CH:10][C:5]2[N:6]=[C:7]([S:9][C:17]3[O:21][C:20]([CH:22]=[O:23])=[CH:19][CH:18]=3)[NH:8][C:4]=2[CH:3]=1.